Dataset: Catalyst prediction with 721,799 reactions and 888 catalyst types from USPTO. Task: Predict which catalyst facilitates the given reaction. (1) Reactant: C(O[C:6](=O)[NH:7][C:8]1[C:13]([CH3:14])=[CH:12][CH:11]=[CH:10][N:9]=1)(C)(C)C.[Li]CCCC.[F:21][C:22]([F:30])([F:29])C(N(OC)C)=O.Cl. Product: [F:21][C:22]([F:30])([F:29])[C:6]1[NH:7][C:8]2=[N:9][CH:10]=[CH:11][CH:12]=[C:13]2[CH:14]=1. The catalyst class is: 1. (2) Reactant: [H-].[Na+].Cl.[NH2:4][C:5]([NH2:7])=[NH:6].[C:8]([O:12][C:13](=[O:39])[C@H:14]([CH3:38])[N:15]([CH2:31][C:32]1[CH:37]=[CH:36][CH:35]=[CH:34][CH:33]=1)[S:16]([C:19]1[CH:28]=[C:27]2[C:22]([C:23]([Cl:30])=[CH:24][N:25]=[C:26]2Cl)=[CH:21][CH:20]=1)(=[O:18])=[O:17])([CH3:11])([CH3:10])[CH3:9]. Product: [C:8]([O:12][C:13](=[O:39])[C@H:14]([CH3:38])[N:15]([CH2:31][C:32]1[CH:33]=[CH:34][CH:35]=[CH:36][CH:37]=1)[S:16]([C:19]1[CH:28]=[C:27]2[C:22]([C:23]([Cl:30])=[CH:24][N:25]=[C:26]2[NH:6][C:5]([NH2:7])=[NH:4])=[CH:21][CH:20]=1)(=[O:17])=[O:18])([CH3:11])([CH3:9])[CH3:10]. The catalyst class is: 57. (3) Reactant: [CH3:1][C:2]1[CH:10]=[CH:9][C:8]([N:11]([CH3:20])[S:12]([C:15]2[S:16][CH:17]=[CH:18][CH:19]=2)(=[O:14])=[O:13])=[C:7]2[C:3]=1[CH:4]=[C:5]([C:21](=[S:23])[NH2:22])[NH:6]2.[C:24]([O:29][CH2:30][CH3:31])(=[O:28])[C:25]#[C:26][CH3:27].C(P(CCCC)CCCC)CCC.O1CCCC1. Product: [CH2:30]([O:29][C:24](=[O:28])[CH2:25][CH:26]1[S:23][C:21]([C:5]2[NH:6][C:7]3[C:3]([CH:4]=2)=[C:2]([CH3:1])[CH:10]=[CH:9][C:8]=3[N:11]([CH3:20])[S:12]([C:15]2[S:16][CH:17]=[CH:18][CH:19]=2)(=[O:14])=[O:13])=[N:22][CH2:27]1)[CH3:31]. The catalyst class is: 11. (4) Reactant: [NH2:1][CH2:2][C:3]1[CH:4]=[C:5]2[C:10](=[CH:11][CH:12]=1)[N:9]=[C:8]([NH:13][CH2:14][C:15]1[CH:20]=[CH:19][CH:18]=[CH:17][C:16]=1[O:21][CH3:22])[CH:7]=[CH:6]2.C(N(CC)CC)C.[F:30][C:31]1[CH:39]=[CH:38][C:34]([C:35](Cl)=[O:36])=[CH:33][CH:32]=1.O. Product: [F:30][C:31]1[CH:39]=[CH:38][C:34]([C:35]([NH:1][CH2:2][C:3]2[CH:4]=[C:5]3[C:10](=[CH:11][CH:12]=2)[N:9]=[C:8]([NH:13][CH2:14][C:15]2[CH:20]=[CH:19][CH:18]=[CH:17][C:16]=2[O:21][CH3:22])[CH:7]=[CH:6]3)=[O:36])=[CH:33][CH:32]=1. The catalyst class is: 1. (5) Reactant: [CH3:1][C:2]1[CH:3]=[C:4]2[C:8](=[CH:9][CH:10]=1)[NH:7][C:6]([C:11]1[CH:16]=[CH:15][CH:14]=[CH:13][CH:12]=1)=[CH:5]2.C([BH3-])#N.[Na+].[OH-].[Na+]. Product: [CH3:1][C:2]1[CH:3]=[C:4]2[C:8](=[CH:9][CH:10]=1)[NH:7][CH:6]([C:11]1[CH:16]=[CH:15][CH:14]=[CH:13][CH:12]=1)[CH2:5]2. The catalyst class is: 15. (6) Reactant: [O:1]=[C:2]1[NH:7][C:6]2[CH:8]=[C:9]([CH2:12][N:13]3[CH2:18][CH2:17][N:16]([C:19]4[CH:27]=[CH:26][C:22]([C:23](O)=[O:24])=[CH:21][N:20]=4)[CH2:15][CH2:14]3)[CH:10]=[N:11][C:5]=2[N:4]2[CH2:28][CH2:29][CH2:30][C@@H:3]12.[CH:31]1([NH2:34])[CH2:33][CH2:32]1.CCN(C(C)C)C(C)C.CN(C(ON1N=NC2C=CC=NC1=2)=[N+](C)C)C.F[P-](F)(F)(F)(F)F. The catalyst class is: 3. Product: [CH:31]1([NH:34][C:23](=[O:24])[C:22]2[CH:26]=[CH:27][C:19]([N:16]3[CH2:17][CH2:18][N:13]([CH2:12][C:9]4[CH:10]=[N:11][C:5]5[N:4]6[CH2:28][CH2:29][CH2:30][C@H:3]6[C:2](=[O:1])[NH:7][C:6]=5[CH:8]=4)[CH2:14][CH2:15]3)=[N:20][CH:21]=2)[CH2:33][CH2:32]1.